Dataset: Forward reaction prediction with 1.9M reactions from USPTO patents (1976-2016). Task: Predict the product of the given reaction. (1) Given the reactants [CH2:1]([C:3]1[CH:10]=[C:9]([F:11])[CH:8]=[CH:7][C:4]=1[C:5]#[N:6])[CH3:2].[Br:12]N1C(=O)CCC1=O, predict the reaction product. The product is: [Br:12][CH:1]([C:3]1[CH:10]=[C:9]([F:11])[CH:8]=[CH:7][C:4]=1[C:5]#[N:6])[CH3:2]. (2) Given the reactants [Si:1]([O:8][CH:9]1[CH2:12][NH:11][CH2:10]1)([C:4]([CH3:7])([CH3:6])[CH3:5])([CH3:3])[CH3:2].[F:13][C:14]1[CH:22]=[CH:21][C:20]([CH:23]=[O:24])=[CH:19][C:15]=1[C:16](O)=[O:17].F[P-](F)(F)(F)(F)F.N1(OC(N(C)C)=[N+](C)C)C2C=CC=CC=2N=N1.C(N(CC)C(C)C)(C)C, predict the reaction product. The product is: [Si:1]([O:8][CH:9]1[CH2:12][N:11]([C:16]([C:15]2[CH:19]=[C:20]([CH:21]=[CH:22][C:14]=2[F:13])[CH:23]=[O:24])=[O:17])[CH2:10]1)([C:4]([CH3:7])([CH3:6])[CH3:5])([CH3:3])[CH3:2]. (3) Given the reactants [CH:1]1([CH2:4][CH2:5][O:6][C:7]2[N:15]=[C:14]3[C:10]([N:11]=[C:12]([O:22][CH3:23])[N:13]3C3CCCCO3)=[C:9]([NH2:24])[N:8]=2)[CH2:3][CH2:2]1.[C:25]([OH:31])([C:27]([F:30])([F:29])[F:28])=[O:26].CCOC(C)=O, predict the reaction product. The product is: [F:28][C:27]([F:30])([F:29])[C:25]([OH:31])=[O:26].[CH:1]1([CH2:4][CH2:5][O:6][C:7]2[N:15]=[C:14]3[C:10]([N:11]=[C:12]([O:22][CH3:23])[NH:13]3)=[C:9]([NH2:24])[N:8]=2)[CH2:3][CH2:2]1. (4) Given the reactants [Si]([O:8][C@@H:9]1[C@@:42]2([CH3:43])[C:13](=[CH:14][CH:15]=[C:16]3[C@@H:41]2[CH2:40][CH2:39][C@@:38]2([CH3:44])[C@H:17]3[CH2:18][CH:19]=[C:20]2[C@@H:21]([O:23][CH2:24][C:25]#[C:26][C:27]([CH3:37])([O:29][Si](CC)(CC)CC)[CH3:28])[CH3:22])[CH2:12][C@@H:11]([O:45][Si](C(C)(C)C)(C)C)[CH2:10]1)(C(C)(C)C)(C)C.[F-].C([N+](CCCC)(CCCC)CCCC)CCC, predict the reaction product. The product is: [OH:8][C@@H:9]1[C@@:42]2([CH3:43])[C:13](=[CH:14][CH:15]=[C:16]3[C@@H:41]2[CH2:40][CH2:39][C@@:38]2([CH3:44])[C@H:17]3[CH2:18][CH:19]=[C:20]2[C@@H:21]([O:23][CH2:24][C:25]#[C:26][C:27]([OH:29])([CH3:28])[CH3:37])[CH3:22])[CH2:12][C@@H:11]([OH:45])[CH2:10]1. (5) Given the reactants [CH2:1]([O:8][N:9]1[C:15](=[O:16])[N:14]2[CH2:17][C@H:10]1[CH2:11][CH2:12][C@H:13]2[C:18]([OH:20])=O)[C:2]1[CH:7]=[CH:6][CH:5]=[CH:4][CH:3]=1.[NH:21]([C:23]([CH:25]1[CH2:29][CH2:28][N:27]([C:30]([O:32][C:33]([CH3:36])([CH3:35])[CH3:34])=[O:31])[CH2:26]1)=[O:24])[NH2:22].ON1C2C=CC=CC=2N=N1.Cl.C(N=C=NCCCN(C)C)C, predict the reaction product. The product is: [CH2:1]([O:8][N:9]1[C:15](=[O:16])[N:14]2[CH2:17][C@H:10]1[CH2:11][CH2:12][C@H:13]2[C:18]([NH:22][NH:21][C:23]([CH:25]1[CH2:29][CH2:28][N:27]([C:30]([O:32][C:33]([CH3:36])([CH3:35])[CH3:34])=[O:31])[CH2:26]1)=[O:24])=[O:20])[C:2]1[CH:3]=[CH:4][CH:5]=[CH:6][CH:7]=1. (6) Given the reactants [O:1]1[CH2:6][CH2:5][N:4]([CH2:7][CH2:8][CH2:9][NH:10][C:11]2[CH:12]=[C:13]([CH2:17][CH:18]([O:22][CH2:23][CH3:24])[C:19]([OH:21])=[O:20])[CH:14]=[CH:15][CH:16]=2)[C:3]2[CH:25]=[CH:26][CH:27]=[CH:28][C:2]1=2.[NH2:29][C@H:30]([C:38]([OH:40])=[O:39])[CH2:31][CH2:32][CH2:33][NH:34][C:35](=[NH:37])[NH2:36], predict the reaction product. The product is: [NH2:29][C@H:30]([C:38]([OH:40])=[O:39])[CH2:31][CH2:32][CH2:33][NH:34][C:35](=[NH:36])[NH2:37].[O:1]1[CH2:6][CH2:5][N:4]([CH2:7][CH2:8][CH2:9][NH:10][C:11]2[CH:12]=[C:13]([CH2:17][CH:18]([O:22][CH2:23][CH3:24])[C:19]([OH:21])=[O:20])[CH:14]=[CH:15][CH:16]=2)[C:3]2[CH:25]=[CH:26][CH:27]=[CH:28][C:2]1=2.